From a dataset of Peptide-MHC class II binding affinity with 134,281 pairs from IEDB. Regression. Given a peptide amino acid sequence and an MHC pseudo amino acid sequence, predict their binding affinity value. This is MHC class II binding data. (1) The peptide sequence is SFFEEVPNIIHEAIN. The MHC is DRB1_0701 with pseudo-sequence DRB1_0701. The binding affinity (normalized) is 0.613. (2) The binding affinity (normalized) is 0.862. The MHC is HLA-DQA10102-DQB10502 with pseudo-sequence HLA-DQA10102-DQB10502. The peptide sequence is FLLSYGEKDFEDYRF. (3) The peptide sequence is GELQIVDPIDAAFKI. The MHC is DRB1_1501 with pseudo-sequence DRB1_1501. The binding affinity (normalized) is 0.483.